Dataset: Catalyst prediction with 721,799 reactions and 888 catalyst types from USPTO. Task: Predict which catalyst facilitates the given reaction. (1) Reactant: [NH2:1][C:2]1[N:10]=[CH:9][CH:8]=[CH:7][C:3]=1[C:4]([OH:6])=O.[Cl:11][C:12]1[CH:19]=[CH:18][CH:17]=[CH:16][C:13]=1[CH2:14][NH2:15].CN([P+](ON1N=NC2C=CC=CC1=2)(N(C)C)N(C)C)C.F[P-](F)(F)(F)(F)F.C(N(CC)CC)C. Product: [Cl:11][C:12]1[CH:19]=[CH:18][CH:17]=[CH:16][C:13]=1[CH2:14][NH:15][C:4](=[O:6])[C:3]1[CH:7]=[CH:8][CH:9]=[N:10][C:2]=1[NH2:1]. The catalyst class is: 136. (2) Reactant: [Br:1][C:2]1[C:7]([NH:8][CH2:9][CH2:10][CH2:11][CH:12]=[CH2:13])=[CH:6][CH:5]=[CH:4][N:3]=1.[CH3:14][C:15]([O:18][C:19](O[C:19]([O:18][C:15]([CH3:17])([CH3:16])[CH3:14])=[O:20])=[O:20])([CH3:17])[CH3:16]. Product: [Br:1][C:2]1[C:7]([N:8]([CH2:9][CH2:10][CH2:11][CH:12]=[CH2:13])[C:19](=[O:20])[O:18][C:15]([CH3:17])([CH3:16])[CH3:14])=[CH:6][CH:5]=[CH:4][N:3]=1. The catalyst class is: 2. (3) Reactant: [NH:1]1[CH2:6][CH2:5][S:4](=[O:8])(=[O:7])[CH2:3][CH2:2]1.C(=O)([O-])[O-].[K+].[K+].[Br:15][C:16]1[CH:21]=[CH:20][C:19]([CH2:22]Cl)=[CH:18][CH:17]=1. Product: [Br:15][C:16]1[CH:21]=[CH:20][C:19]([CH2:22][N:1]2[CH2:6][CH2:5][S:4](=[O:8])(=[O:7])[CH2:3][CH2:2]2)=[CH:18][CH:17]=1. The catalyst class is: 21. (4) Reactant: [C:1]([O:4][C@H:5]1[CH2:10][CH2:9][C@@:8]([C@@H:12]2[C@@H:20]([CH2:21][OH:22])[C@H:19]3[C@@:15]([CH3:29])([C:16]([C:23]4[CH:28]=[CH:27][CH:26]=[CH:25][CH:24]=4)=[CH:17][CH2:18]3)[CH2:14][CH2:13]2)([CH3:11])[C@@H:7]([CH2:30][OH:31])[CH2:6]1)(=[O:3])[CH3:2].[CH3:32][C:33](OC(C)=O)=[O:34]. Product: [C:33]([O:31][CH2:30][C@H:7]1[CH2:6][C@@H:5]([O:4][C:1](=[O:3])[CH3:2])[CH2:10][CH2:9][C@@:8]1([C@@H:12]1[C@@H:20]([CH2:21][OH:22])[C@H:19]2[C@@:15]([CH3:29])([C:16]([C:23]3[CH:24]=[CH:25][CH:26]=[CH:27][CH:28]=3)=[CH:17][CH2:18]2)[CH2:14][CH2:13]1)[CH3:11])(=[O:34])[CH3:32]. The catalyst class is: 377. (5) Reactant: C([N:8](CC1C=CC=CC=1)[C@@H:9]1[CH2:14][N:13]([CH2:15][C:16]2[CH:21]=[CH:20][C:19]([F:22])=[CH:18][CH:17]=2)[C:12](=[O:23])[CH2:11][CH2:10]1)C1C=CC=CC=1. Product: [NH2:8][C@@H:9]1[CH2:14][N:13]([CH2:15][C:16]2[CH:21]=[CH:20][C:19]([F:22])=[CH:18][CH:17]=2)[C:12](=[O:23])[CH2:11][CH2:10]1. The catalyst class is: 19. (6) Reactant: [Br:1][C:2]1[CH:3]=[CH:4][C:5]2[N:6]([C:8]([C:11]([F:30])([F:29])[C:12]3[CH:13]=[CH:14][C:15]4[N:16]([CH:18]=[C:19]([NH:21]C(=O)OC(C)(C)C)[N:20]=4)[N:17]=3)=[N:9][N:10]=2)[CH:7]=1. Product: [Br:1][C:2]1[CH:3]=[CH:4][C:5]2[N:6]([C:8]([C:11]([F:29])([F:30])[C:12]3[CH:13]=[CH:14][C:15]4[N:16]([CH:18]=[C:19]([NH2:21])[N:20]=4)[N:17]=3)=[N:9][N:10]=2)[CH:7]=1. The catalyst class is: 89. (7) Reactant: [F:1][C:2]1[CH:3]=[C:4]([C:16]#[N:17])[C:5]([C:8]2[C:13]([F:14])=[CH:12][CH:11]=[CH:10][C:9]=2[F:15])=[CH:6][CH:7]=1.[Br:18]N1C(C)(C)C(=O)N(Br)C1=O.S(=O)(=O)(O)O.O. Product: [Br:18][C:12]1[C:13]([F:14])=[C:8]([C:5]2[C:4]([C:16]#[N:17])=[CH:3][C:2]([F:1])=[CH:7][CH:6]=2)[C:9]([F:15])=[CH:10][CH:11]=1. The catalyst class is: 10. (8) Reactant: C[O:2][C:3](=[O:26])[CH:4]=[CH:5][C:6]1[CH:11]=[CH:10][CH:9]=[C:8]([CH2:12][C:13](=[O:25])[C:14]2[O:15][C:16]([C:19]3[CH:24]=[CH:23][CH:22]=[CH:21][CH:20]=3)=[CH:17][CH:18]=2)[CH:7]=1.CO.[OH-].[Na+]. Product: [O:25]=[C:13]([C:14]1[O:15][C:16]([C:19]2[CH:24]=[CH:23][CH:22]=[CH:21][CH:20]=2)=[CH:17][CH:18]=1)[CH2:12][C:8]1[CH:7]=[C:6]([CH:5]=[CH:4][C:3]([OH:26])=[O:2])[CH:11]=[CH:10][CH:9]=1. The catalyst class is: 1. (9) Product: [CH:1]1([C:7]2[O:8][C:9]3[CH:15]=[C:14]([C:16]([N:52]4[CH2:55][CH:54]([OH:56])[CH2:53]4)=[O:18])[CH:13]=[CH:12][C:10]=3[N:11]=2)[CH2:2][CH2:3][CH2:4][CH2:5][CH2:6]1. The catalyst class is: 3. Reactant: [CH:1]1([C:7]2[O:8][C:9]3[CH:15]=[C:14]([C:16]([OH:18])=O)[CH:13]=[CH:12][C:10]=3[N:11]=2)[CH2:6][CH2:5][CH2:4][CH2:3][CH2:2]1.CN(C(ON1N=NC2C=CC=CC1=2)=[N+](C)C)C.F[P-](F)(F)(F)(F)F.CCN(C(C)C)C(C)C.[NH:52]1[CH2:55][CH:54]([OH:56])[CH2:53]1. (10) Reactant: [CH:1]1([C:4]2[C:5]3[CH:17]=[C:16]([C:18](O)=[O:19])[S:15][C:6]=3[N:7]([C:9]3[CH:14]=[CH:13][CH:12]=[CH:11][N:10]=3)[N:8]=2)[CH2:3][CH2:2]1.Cl.[NH:22]1[C:26]([C:27]2[CH:28]=[C:29]3[C:39](=[CH:40][CH:41]=2)[O:38][C:32]2([CH2:37][CH2:36][NH:35][CH2:34][CH2:33]2)[CH2:31][C:30]3=[O:42])=[N:25][N:24]=[N:23]1.CCN=C=NCCCN(C)C.C1C=CC2N(O)N=NC=2C=1.Cl. Product: [CH:1]1([C:4]2[C:5]3[CH:17]=[C:16]([C:18]([N:35]4[CH2:36][CH2:37][C:32]5([CH2:31][C:30](=[O:42])[C:29]6[C:39](=[CH:40][CH:41]=[C:27]([C:26]7[NH:25][N:24]=[N:23][N:22]=7)[CH:28]=6)[O:38]5)[CH2:33][CH2:34]4)=[O:19])[S:15][C:6]=3[N:7]([C:9]3[CH:14]=[CH:13][CH:12]=[CH:11][N:10]=3)[N:8]=2)[CH2:2][CH2:3]1. The catalyst class is: 136.